This data is from Full USPTO retrosynthesis dataset with 1.9M reactions from patents (1976-2016). The task is: Predict the reactants needed to synthesize the given product. (1) Given the product [CH2:1]([C:3]1[CH:9]=[CH:8][CH:7]=[CH:6][C:4]=1[NH:5][C:11](=[O:12])[CH3:10])[CH3:2], predict the reactants needed to synthesize it. The reactants are: [CH2:1]([C:3]1[CH:9]=[CH:8][CH:7]=[CH:6][C:4]=1[NH2:5])[CH3:2].[CH3:10][C:11](O)=[O:12].C(OC(=O)C)(=O)C.O. (2) Given the product [Br:1][C:2]1[CH:6]=[C:5]([C:7]2[O:9][C:28](=[O:29])[C:27]3[CH:31]=[C:32]([Cl:36])[CH:33]=[C:34]([CH3:35])[C:26]=3[N:25]=2)[N:4]([C:10]2[C:15]([Cl:16])=[CH:14][CH:13]=[CH:12][N:11]=2)[N:3]=1, predict the reactants needed to synthesize it. The reactants are: [Br:1][C:2]1[CH:6]=[C:5]([C:7]([OH:9])=O)[N:4]([C:10]2[C:15]([Cl:16])=[CH:14][CH:13]=[CH:12][N:11]=2)[N:3]=1.N1C=CC(C(O)=O)=N1.[NH2:25][C:26]1[C:34]([CH3:35])=[CH:33][C:32]([Cl:36])=[CH:31][C:27]=1[C:28](O)=[O:29]. (3) The reactants are: [F:1][C:2]1[CH:28]=[CH:27][C:5]([CH2:6][N:7]2[C:15]3[C:10](=[CH:11][CH:12]=[CH:13][CH:14]=3)[CH:9]=[C:8]2[C:16]([N:18]2[CH2:23][CH2:22][CH:21]([C:24](O)=[O:25])[CH2:20][CH2:19]2)=[O:17])=[CH:4][CH:3]=1.C(N=C=NCCCN(C)C)C.ON1C2C=CC=CC=2N=N1.C(N(CC)C(C)C)(C)C.[C:59]1([CH2:65][NH2:66])[CH:64]=[CH:63][CH:62]=[CH:61][CH:60]=1. Given the product [CH2:65]([NH:66][C:24]([CH:21]1[CH2:22][CH2:23][N:18]([C:16]([C:8]2[N:7]([CH2:6][C:5]3[CH:4]=[CH:3][C:2]([F:1])=[CH:28][CH:27]=3)[C:15]3[C:10]([CH:9]=2)=[CH:11][CH:12]=[CH:13][CH:14]=3)=[O:17])[CH2:19][CH2:20]1)=[O:25])[C:59]1[CH:64]=[CH:63][CH:62]=[CH:61][CH:60]=1, predict the reactants needed to synthesize it.